From a dataset of Full USPTO retrosynthesis dataset with 1.9M reactions from patents (1976-2016). Predict the reactants needed to synthesize the given product. Given the product [CH3:12][N:13]([CH2:1][C:3]1[N:8]=[C:7]([C:9]([OH:11])=[O:10])[CH:6]=[CH:5][CH:4]=1)[CH3:14], predict the reactants needed to synthesize it. The reactants are: [CH:1]([C:3]1[N:8]=[C:7]([C:9]([OH:11])=[O:10])[CH:6]=[CH:5][CH:4]=1)=O.[CH3:12][NH:13][CH3:14].C(O)(=O)C.C(O[BH-](OC(=O)C)OC(=O)C)(=O)C.[Na+].